This data is from Full USPTO retrosynthesis dataset with 1.9M reactions from patents (1976-2016). The task is: Predict the reactants needed to synthesize the given product. (1) The reactants are: [Br:1][C:2]1[CH:3]=[C:4]([OH:12])[CH:5]=[C:6]([S:8]([CH3:11])(=[O:10])=[O:9])[CH:7]=1.C(=O)([O-])[O-].[K+].[K+].[CH2:19]([O:21][C:22](=[O:47])[CH2:23][CH2:24][CH2:25][O:26][C:27]1[CH:32]=[CH:31][CH:30]=[C:29]([CH2:33][CH2:34][CH2:35][CH2:36][CH2:37][CH2:38]Br)[C:28]=1[CH2:40][CH2:41][C:42]([O:44][CH2:45][CH3:46])=[O:43])[CH3:20]. Given the product [CH2:19]([O:21][C:22](=[O:47])[CH2:23][CH2:24][CH2:25][O:26][C:27]1[CH:32]=[CH:31][CH:30]=[C:29]([CH2:33][CH2:34][CH2:35][CH2:36][CH2:37][CH2:38][O:12][C:4]2[CH:5]=[C:6]([S:8]([CH3:11])(=[O:9])=[O:10])[CH:7]=[C:2]([Br:1])[CH:3]=2)[C:28]=1[CH2:40][CH2:41][C:42]([O:44][CH2:45][CH3:46])=[O:43])[CH3:20], predict the reactants needed to synthesize it. (2) Given the product [Br:16][C:17]1[CH:25]=[CH:24][C:20]([C:21]([N:13]2[CH2:12][CH2:11][N:10]([C:4]3[C:3]([CH3:2])=[CH:8][C:7]([CH3:9])=[CH:6][N:5]=3)[CH2:15][CH2:14]2)=[O:22])=[C:19]([Cl:26])[CH:18]=1, predict the reactants needed to synthesize it. The reactants are: Cl.[CH3:2][C:3]1[C:4]([N:10]2[CH2:15][CH2:14][NH:13][CH2:12][CH2:11]2)=[N:5][CH:6]=[C:7]([CH3:9])[CH:8]=1.[Br:16][C:17]1[CH:25]=[CH:24][C:20]([C:21](O)=[O:22])=[C:19]([Cl:26])[CH:18]=1.CN1CCOCC1.O.[Cl-].COC1N=C(OC)N=C([N+]2(C)CCOCC2)N=1. (3) Given the product [CH3:1][N:2]([CH3:45])[C@H:3]1[CH2:8][C@@H:7]([NH:9][C:10]2[C:11]3[CH:18]=[CH:17][N:16]([C:19]([C:20]4[CH:25]=[CH:24][CH:23]=[CH:22][CH:21]=4)([C:26]4[CH:27]=[CH:28][CH:29]=[CH:30][CH:31]=4)[C:32]4[CH:37]=[CH:36][CH:35]=[CH:34][CH:33]=4)[C:12]=3[N:13]=[CH:14][N:15]=2)[CH2:6][N:5]([C:38]([O:40][C:41]([CH3:43])([CH3:42])[CH3:44])=[O:39])[CH2:4]1.[CH3:1][N:2]([CH3:45])[C@H:3]1[CH2:8][C@H:7]([NH:9][C:10]2[C:11]3[CH:18]=[CH:17][N:16]([C:19]([C:20]4[CH:25]=[CH:24][CH:23]=[CH:22][CH:21]=4)([C:26]4[CH:27]=[CH:28][CH:29]=[CH:30][CH:31]=4)[C:32]4[CH:37]=[CH:36][CH:35]=[CH:34][CH:33]=4)[C:12]=3[N:13]=[CH:14][N:15]=2)[CH2:6][N:5]([C:38]([O:40][C:41]([CH3:43])([CH3:42])[CH3:44])=[O:39])[CH2:4]1, predict the reactants needed to synthesize it. The reactants are: [CH3:1][N:2]([CH3:45])[C@H:3]1[CH2:8][C@@H:7]([NH:9][C:10]2[C:11]3[CH:18]=[CH:17][N:16]([C:19]([C:32]4[CH:37]=[CH:36][CH:35]=[CH:34][CH:33]=4)([C:26]4[CH:31]=[CH:30][CH:29]=[CH:28][CH:27]=4)[C:20]4[CH:25]=[CH:24][CH:23]=[CH:22][CH:21]=4)[C:12]=3[N:13]=[CH:14][N:15]=2)[CH2:6][N:5]([C:38]([O:40][C:41]([CH3:44])([CH3:43])[CH3:42])=[O:39])[CH2:4]1.O=C1C[C@@H](NC2C3C=CN(C(C4C=CC=CC=4)(C4C=CC=CC=4)C4C=CC=CC=4)C=3N=CN=2)CN(C(OC(C)(C)C)=O)C1.C(Cl)Cl.CO.